From a dataset of Full USPTO retrosynthesis dataset with 1.9M reactions from patents (1976-2016). Predict the reactants needed to synthesize the given product. (1) Given the product [Cl:8][C:7]1[CH:6]=[CH:5][C:4]([C@@H:9]([OH:40])[CH2:10][NH:11][CH2:12][CH2:13][O:14][C:15]2[CH:23]=[C:22]3[C:18]([C:19]([O:31][CH3:32])=[N:20][NH:21]3)=[CH:17][CH:16]=2)=[CH:3][C:2]=1[NH:1][S:103]([C:99]1[S:98][CH:102]=[CH:101][CH:100]=1)(=[O:105])=[O:104].[ClH:8], predict the reactants needed to synthesize it. The reactants are: [NH2:1][C:2]1[CH:3]=[C:4]([C@@H:9]([O:40][Si](CC)(CC)CC)[CH2:10][N:11](C(OC(C)(C)C)=O)[CH2:12][CH2:13][O:14][C:15]2[CH:23]=[C:22]3[C:18]([C:19]([O:31][CH3:32])=[N:20][N:21]3C(OC(C)(C)C)=O)=[CH:17][CH:16]=2)[CH:5]=[CH:6][C:7]=1[Cl:8].C(Cl)Cl.NC1C=C([C@@H](O[Si](CC)(CC)CC)CN(C(OC(C)(C)C)=O)CCOC2C=C3C(C(OC)=NN3C(OC(C)(C)C)=O)=CC=2)C=CC=1Cl.[S:98]1[CH:102]=[CH:101][CH:100]=[C:99]1[S:103](Cl)(=[O:105])=[O:104].C(Cl)Cl.C(O)C(N)(CO)CO.Cl.O1CCOCC1. (2) Given the product [Cl:22][C:23]1[CH:28]=[CH:27][C:26]([C:2]2[C:3]([C:17]3[S:18][CH:19]=[CH:20][CH:21]=3)=[N:4][C:5]([NH:8][CH2:9][CH2:10][N:11]3[CH2:15][CH2:14][NH:13][C:12]3=[O:16])=[N:6][CH:7]=2)=[CH:25][CH:24]=1, predict the reactants needed to synthesize it. The reactants are: Br[C:2]1[C:3]([C:17]2[S:18][CH:19]=[CH:20][CH:21]=2)=[N:4][C:5]([NH:8][CH2:9][CH2:10][N:11]2[CH2:15][CH2:14][NH:13][C:12]2=[O:16])=[N:6][CH:7]=1.[Cl:22][C:23]1[CH:28]=[CH:27][C:26](B(O)O)=[CH:25][CH:24]=1.C(=O)([O-])[O-].[Na+].[Na+].O1CCOCC1. (3) Given the product [Cl:60][C:58]1[CH:57]=[CH:56][C:54]2[N:55]=[C:51]([NH:31][C@@H:32]3[CH2:36][CH2:35][CH2:34][C@@H:33]3[NH:37][C:38](=[O:49])[C:39]3[C:44]([O:45][CH3:46])=[CH:43][CH:42]=[CH:41][C:40]=3[O:47][CH3:48])[S:52][C:53]=2[CH:59]=1, predict the reactants needed to synthesize it. The reactants are: COC1C=CC=C(OC)C=1C(N[C@H]1CCC[C@H]1NC1C=NC2C(=CC=CC=2)N=1)=O.Cl.[NH2:31][C@@H:32]1[CH2:36][CH2:35][CH2:34][C@@H:33]1[NH:37][C:38](=[O:49])[C:39]1[C:44]([O:45][CH3:46])=[CH:43][CH:42]=[CH:41][C:40]=1[O:47][CH3:48].Cl[C:51]1[S:52][C:53]2[CH:59]=[C:58]([Cl:60])[CH:57]=[CH:56][C:54]=2[N:55]=1. (4) The reactants are: [CH3:1][C:2]([CH2:17][CH2:18][CH:19]=[C:20]([CH3:22])[CH3:21])=[CH:3][CH2:4][O:5][C:6]1[CH:7]=[C:8]([CH:12]=[CH:13][C:14]=1[O:15][CH3:16])[C:9]([OH:11])=[O:10].C(N(CC)C(C)C)(C)C.[CH3:32][O:33][CH2:34]Cl. Given the product [CH3:32][O:33][CH2:34][O:10][C:9](=[O:11])[C:8]1[CH:12]=[CH:13][C:14]([O:15][CH3:16])=[C:6]([O:5][CH2:4][CH:3]=[C:2]([CH3:1])[CH2:17][CH2:18][CH:19]=[C:20]([CH3:22])[CH3:21])[CH:7]=1, predict the reactants needed to synthesize it. (5) Given the product [Cl:1][C:2]1[NH:3][CH:4]=[C:5]2[C:10]=1[C:9](=[O:11])[N:8]([CH3:12])[C:7](=[O:13])[N:6]2[CH2:14][CH:15]([CH3:17])[CH3:16], predict the reactants needed to synthesize it. The reactants are: [Cl:1][C:2]1[N:3](CC2C=CC(OC)=CC=2)[CH:4]=[C:5]2[C:10]=1[C:9](=[O:11])[N:8]([CH3:12])[C:7](=[O:13])[N:6]2[CH2:14][CH:15]([CH3:17])[CH3:16].C(O)(C(F)(F)F)=O.C(S(O)(=O)=O)(F)(F)F.C([O-])(O)=O.[Na+].